Dataset: Reaction yield outcomes from USPTO patents with 853,638 reactions. Task: Predict the reaction yield, written as a fraction of the theoretical maximum amount of product (1.0 means a 100% yield; for example, 0.34 means a 34% yield). The reactants are [C:1]([OH:4])(=[O:3])[CH3:2].[C:1]([OH:4])(=[O:3])[CH3:2].IC1C=CC=CC=1.FC(F)(F)S(O)(=O)=O.[F:24][C:25]1[CH:30]=[CH:29][C:28]([CH:31]([OH:35])[CH2:32][CH:33]=[CH2:34])=[CH:27][CH:26]=1. The catalyst is C(O)(=O)C. The product is [C:1]([O:4][CH:33]1[CH2:32][CH:31]([C:28]2[CH:27]=[CH:26][C:25]([F:24])=[CH:30][CH:29]=2)[O:35][CH2:34]1)(=[O:3])[CH3:2]. The yield is 0.290.